Dataset: Full USPTO retrosynthesis dataset with 1.9M reactions from patents (1976-2016). Task: Predict the reactants needed to synthesize the given product. Given the product [CH:1]1([N:5]2[CH2:10][CH2:9][N:8]([C:11]([C@H:13]3[CH2:18][CH2:17][C@H:16]([O:19][C:28]4[CH:29]=[CH:30][C:25]([N:20]5[CH:24]=[N:23][CH:22]=[N:21]5)=[CH:26][CH:27]=4)[CH2:15][CH2:14]3)=[O:12])[CH2:7][CH2:6]2)[CH2:4][CH2:3][CH2:2]1, predict the reactants needed to synthesize it. The reactants are: [CH:1]1([N:5]2[CH2:10][CH2:9][N:8]([C:11]([C@H:13]3[CH2:18][CH2:17][C@@H:16]([OH:19])[CH2:15][CH2:14]3)=[O:12])[CH2:7][CH2:6]2)[CH2:4][CH2:3][CH2:2]1.[N:20]1([C:25]2[CH:30]=[CH:29][C:28](O)=[CH:27][CH:26]=2)[CH:24]=[N:23][CH:22]=[N:21]1.C1(P(C2C=CC=CC=2)C2C=CC=CC=2)C=CC=CC=1.N(C(OC(C)(C)C)=O)=NC(OC(C)(C)C)=O.